This data is from Plasma protein binding rate (PPBR) regression data from AstraZeneca. The task is: Regression/Classification. Given a drug SMILES string, predict its absorption, distribution, metabolism, or excretion properties. Task type varies by dataset: regression for continuous measurements (e.g., permeability, clearance, half-life) or binary classification for categorical outcomes (e.g., BBB penetration, CYP inhibition). For this dataset (ppbr_az), we predict Y. (1) The compound is CCOc1cc2c(c(F)c1OCC)C(=N)N(CC(=O)c1cc(N3CCOCC3)c(OC)c(C(C)(C)C)c1)C2. The Y is 99.8 %. (2) The drug is Cc1ccc(S(=O)(=O)Nc2c(C(=O)N[C@@H](C)C(C)(C)C)c(C)nn2C2CCN(CC(F)(F)F)CC2)cc1. The Y is 88.3 %. (3) The Y is 86.0 %. The molecule is COC(=O)/C=C/C(=O)O. (4) The molecule is CS(=O)(=O)Cc1ccc2ccn(-c3cc(NC4CC4)n4ncc(C#N)c4n3)c2c1. The Y is 98.2 %. (5) The drug is CCCCC(=O)N(Cc1ccc(-c2ccccc2-c2nnn[nH]2)cc1)[C@H](C(=O)O)C(C)C. The Y is 99.8 %. (6) The drug is CN(C)C(=O)C(CCN1CCC(O)(c2ccc(Cl)cc2)CC1)(c1ccccc1)c1ccccc1. The Y is 92.6 %.